This data is from Forward reaction prediction with 1.9M reactions from USPTO patents (1976-2016). The task is: Predict the product of the given reaction. (1) Given the reactants Cl.Cl.Cl.[NH:4]1[CH2:9][CH2:8][CH:7]([NH:10][C:11]2[CH:12]=[CH:13][C:14]3[N:15]([C:17]([C:20]4[CH:25]=[CH:24][N:23]=[CH:22][CH:21]=4)=[CH:18][N:19]=3)[N:16]=2)[CH2:6][CH2:5]1.[CH:26](O)=[O:27].C(OC(=O)C)(=O)C.C(OCC)=O, predict the reaction product. The product is: [N:23]1[CH:24]=[CH:25][C:20]([C:17]2[N:15]3[N:16]=[C:11]([NH:10][CH:7]4[CH2:8][CH2:9][N:4]([CH:26]=[O:27])[CH2:5][CH2:6]4)[CH:12]=[CH:13][C:14]3=[N:19][CH:18]=2)=[CH:21][CH:22]=1. (2) The product is: [F:8][CH:7]([F:9])[N:5]1[N:4]=[N:3][C:2]([NH:1][C:17](=[O:18])[CH:16]([C:10]2[CH:15]=[CH:14][CH:13]=[CH:12][CH:11]=2)[C:20]2[CH:25]=[CH:24][CH:23]=[CH:22][CH:21]=2)=[N:6]1. Given the reactants [NH2:1][C:2]1[N:3]=[N:4][N:5]([CH:7]([F:9])[F:8])[N:6]=1.[C:10]1([CH:16]([C:20]2[CH:25]=[CH:24][CH:23]=[CH:22][CH:21]=2)[C:17](Cl)=[O:18])[CH:15]=[CH:14][CH:13]=[CH:12][CH:11]=1, predict the reaction product. (3) The product is: [C:46]1([C:52]2[CH:53]=[CH:54][CH:55]=[CH:56][CH:57]=2)[CH:51]=[CH:50][C:49]([O:45][C@H:42]2[CH2:43][CH2:44][C@@H:40]([O:39][Si:32]([C:35]([CH3:38])([CH3:37])[CH3:36])([CH3:34])[CH3:33])[CH2:41]2)=[CH:48][CH:47]=1. Given the reactants C1(P(C2C=CC=CC=2)C2C=CC=CC=2)C=CC=CC=1.CCOC(/N=N/C(OCC)=O)=O.[Si:32]([O:39][C@@H:40]1[CH2:44][CH2:43][C@@H:42]([OH:45])[CH2:41]1)([C:35]([CH3:38])([CH3:37])[CH3:36])([CH3:34])[CH3:33].[C:46]1([C:52]2[CH:57]=[CH:56][C:55](O)=[CH:54][CH:53]=2)[CH:51]=[CH:50][CH:49]=[CH:48][CH:47]=1, predict the reaction product. (4) Given the reactants Br[C:2]1[CH:7]=[CH:6][C:5]([C:8]2[NH:12][C:11]([C@@H:13]3[CH2:17][CH2:16][CH2:15][N:14]3[C:18](=[O:20])[CH3:19])=[N:10][CH:9]=2)=[CH:4][CH:3]=1.[B:21]1([B:21]2[O:25][C:24]([CH3:27])([CH3:26])[C:23]([CH3:29])([CH3:28])[O:22]2)[O:25][C:24]([CH3:27])([CH3:26])[C:23]([CH3:29])([CH3:28])[O:22]1.C([O-])(=O)C.[K+], predict the reaction product. The product is: [CH3:28][C:23]1([CH3:29])[C:24]([CH3:27])([CH3:26])[O:25][B:21]([C:2]2[CH:7]=[CH:6][C:5]([C:8]3[NH:12][C:11]([C@@H:13]4[CH2:17][CH2:16][CH2:15][N:14]4[C:18](=[O:20])[CH3:19])=[N:10][CH:9]=3)=[CH:4][CH:3]=2)[O:22]1.